This data is from Catalyst prediction with 721,799 reactions and 888 catalyst types from USPTO. The task is: Predict which catalyst facilitates the given reaction. (1) Reactant: [CH3:1][N:2]1[C:11]2[CH:10]=[CH:9][CH:8]=[C:7]3[C@@H:12]4[CH2:17][N:16]([CH2:18][CH2:19][CH2:20][C:21]([C:23]5[CH:28]=[CH:27][C:26]([F:29])=[CH:25][CH:24]=5)=[O:22])[CH2:15][CH2:14][C@@H:13]4[N:5]([C:6]=23)[CH2:4][CH2:3]1.[C:30]([O:36][CH2:37]Cl)(=[O:35])[C:31]([CH3:34])([CH3:33])[CH3:32].[Na+].[I-]. Product: [CH:30]([O-:36])=[O:35].[CH3:32][C:31]([CH3:34])([CH3:33])[C:30]([O:36][CH2:37][N+:16]1([CH2:18][CH2:19][CH2:20][C:21]([C:23]2[CH:24]=[CH:25][C:26]([F:29])=[CH:27][CH:28]=2)=[O:22])[CH2:15][CH2:14][C@@H:13]2[N:5]3[C:6]4[C:7]([C@@H:12]2[CH2:17]1)=[CH:8][CH:9]=[CH:10][C:11]=4[N:2]([CH3:1])[CH2:3][CH2:4]3)=[O:35]. The catalyst class is: 10. (2) Reactant: [OH:1][C:2]1[CH:9]=[CH:8][C:5]([CH:6]=[O:7])=[CH:4][C:3]=1[N+:10]([O-:12])=[O:11].[CH2:13](O)[CH2:14][OH:15].C1(C)C=CC(S([O-])(=O)=O)=CC=1.[NH+]1C=CC=CC=1. Product: [O:7]1[CH2:13][CH2:14][O:15][CH:6]1[C:5]1[CH:8]=[CH:9][C:2]([OH:1])=[C:3]([N+:10]([O-:12])=[O:11])[CH:4]=1. The catalyst class is: 11. (3) Reactant: [CH:1]1([C:4]2[CH:5]=[N+:6]([O-])[CH:7]=[CH:8][CH:9]=2)[CH2:3][CH2:2]1.C[Si]([C:15]#[N:16])(C)C.CN(C)C(Cl)=O.C(=O)([O-])[O-].[K+].[K+]. Product: [CH:1]1([C:4]2[C:5]([C:15]#[N:16])=[N:6][CH:7]=[CH:8][CH:9]=2)[CH2:3][CH2:2]1. The catalyst class is: 22.